Dataset: Full USPTO retrosynthesis dataset with 1.9M reactions from patents (1976-2016). Task: Predict the reactants needed to synthesize the given product. (1) Given the product [CH3:24][O:25][C:2]1[C:7]([C:8]2[C:13]([F:14])=[CH:12][CH:11]=[CH:10][C:9]=2[F:15])=[C:6]([N:16]([CH2:19][CH3:20])[CH2:17][CH3:18])[N:5]2[N:21]=[CH:22][N:23]=[C:4]2[N:3]=1, predict the reactants needed to synthesize it. The reactants are: Cl[C:2]1[C:7]([C:8]2[C:13]([F:14])=[CH:12][CH:11]=[CH:10][C:9]=2[F:15])=[C:6]([N:16]([CH2:19][CH3:20])[CH2:17][CH3:18])[N:5]2[N:21]=[CH:22][N:23]=[C:4]2[N:3]=1.[CH3:24][O-:25].[Na+]. (2) Given the product [CH3:24][O:25][C:26]1[CH:34]=[CH:33][C:32]([O:35][CH3:36])=[CH:31][C:27]=1[C:28]([NH:1][CH2:2][C@H:3]1[N:8]([C:9]([C:11]2[N:12]=[C:13]([CH3:23])[S:14][C:15]=2[C:16]2[CH:17]=[C:18]([CH3:22])[CH:19]=[CH:20][CH:21]=2)=[O:10])[CH2:7][C@H:6]2[C@@H:4]1[CH2:5]2)=[O:29], predict the reactants needed to synthesize it. The reactants are: [NH2:1][CH2:2][C@H:3]1[N:8]([C:9]([C:11]2[N:12]=[C:13]([CH3:23])[S:14][C:15]=2[C:16]2[CH:17]=[C:18]([CH3:22])[CH:19]=[CH:20][CH:21]=2)=[O:10])[CH2:7][C@H:6]2[C@@H:4]1[CH2:5]2.[CH3:24][O:25][C:26]1[CH:34]=[CH:33][C:32]([O:35][CH3:36])=[CH:31][C:27]=1[C:28](O)=[O:29]. (3) Given the product [C:31]([O:30][C:28]([NH:4][C@H:5]([CH2:9][C:10]1[CH:15]=[CH:14][C:13]([C:16]([F:17])([F:18])[F:19])=[CH:12][CH:11]=1)[C:6]([OH:8])=[O:7])=[O:29])([CH3:32])([CH3:33])[CH3:34], predict the reactants needed to synthesize it. The reactants are: C([NH:4][C@H:5]([CH2:9][C:10]1[CH:15]=[CH:14][C:13]([C:16]([F:19])([F:18])[F:17])=[CH:12][CH:11]=1)[C:6]([OH:8])=[O:7])(=O)C.[CH3:32][C:31]([O:30][C:28](O[C:28]([O:30][C:31]([CH3:34])([CH3:33])[CH3:32])=[O:29])=[O:29])([CH3:34])[CH3:33]. (4) Given the product [C:1]1([C:7]2[N:11]([S:38]([C:34]3[CH:33]=[N:32][CH:37]=[CH:36][CH:35]=3)(=[O:40])=[O:39])[CH:10]=[C:9]([CH:12]=[O:13])[CH:8]=2)[CH:6]=[CH:5][CH:4]=[CH:3][CH:2]=1, predict the reactants needed to synthesize it. The reactants are: [C:1]1([C:7]2[NH:11][CH:10]=[C:9]([CH:12]=[O:13])[CH:8]=2)[CH:6]=[CH:5][CH:4]=[CH:3][CH:2]=1.[H-].[Na+].C1OCCOCCOCCOCCOC1.Cl.[N:32]1[CH:37]=[CH:36][CH:35]=[C:34]([S:38](Cl)(=[O:40])=[O:39])[CH:33]=1. (5) Given the product [CH3:1][N:2]1[CH:10]=[C:9]2[C:4]([CH:5]=[CH:6][C:7]([C:11]([OH:13])=[O:12])=[CH:8]2)=[N:3]1, predict the reactants needed to synthesize it. The reactants are: [CH3:1][N:2]1[CH:10]=[C:9]2[C:4]([CH:5]=[CH:6][C:7]([C:11]([O:13]C)=[O:12])=[CH:8]2)=[N:3]1.[Li+].[OH-].Cl. (6) Given the product [CH3:16][N:8]1[CH:9]=[C:10]([C:12]([O:14][CH3:15])=[O:13])[N:11]=[C:7]1[C:1]1[CH:2]=[CH:3][CH:4]=[CH:5][CH:6]=1, predict the reactants needed to synthesize it. The reactants are: [C:1]1([C:7]2[NH:8][CH:9]=[C:10]([C:12]([O:14][CH3:15])=[O:13])[N:11]=2)[CH:6]=[CH:5][CH:4]=[CH:3][CH:2]=1.[C:16](=O)([O-])[O-].[K+].[K+].IC. (7) Given the product [CH3:15][N:4]1[CH:3]2[O:9][CH2:11][C:12](=[O:13])[NH:1][C:2]2=[CH:7][CH:6]=[CH:5]1, predict the reactants needed to synthesize it. The reactants are: [NH2:1][C:2]1[C:3]([OH:9])=[N:4][CH:5]=[C:6](C)[CH:7]=1.Cl[CH2:11][C:12](Cl)=[O:13].[C:15](=O)([O-])[O-].[K+].[K+].